From a dataset of Forward reaction prediction with 1.9M reactions from USPTO patents (1976-2016). Predict the product of the given reaction. (1) Given the reactants [NH:1]([C:3]1[CH:8]=[N:7][C:6]2[N:9]([CH2:18][O:19][CH2:20][CH2:21][Si:22]([CH3:25])([CH3:24])[CH3:23])[C:10]([C:12]3[CH:13]=[N:14][N:15]([CH3:17])[CH:16]=3)=[CH:11][C:5]=2[N:4]=1)[NH2:2].[CH:26](=O)[CH3:27], predict the reaction product. The product is: [CH3:26][C:27]1[N:4]2[C:5]3[CH:11]=[C:10]([C:12]4[CH:13]=[N:14][N:15]([CH3:17])[CH:16]=4)[N:9]([CH2:18][O:19][CH2:20][CH2:21][Si:22]([CH3:25])([CH3:24])[CH3:23])[C:6]=3[N:7]=[CH:8][C:3]2=[N:1][N:2]=1. (2) Given the reactants C(N(CC)CC)C.[N+:8]([C:11]1[CH:16]=[CH:15][C:14]([CH:17]2[CH2:22][CH2:21][NH:20][CH2:19][CH2:18]2)=[CH:13][CH:12]=1)([O-:10])=[O:9].[F:23][C:24]([F:35])([F:34])[C:25](O[C:25](=[O:26])[C:24]([F:35])([F:34])[F:23])=[O:26], predict the reaction product. The product is: [F:23][C:24]([F:35])([F:34])[C:25]([N:20]1[CH2:19][CH2:18][CH:17]([C:14]2[CH:15]=[CH:16][C:11]([N+:8]([O-:10])=[O:9])=[CH:12][CH:13]=2)[CH2:22][CH2:21]1)=[O:26]. (3) Given the reactants [CH3:1][O:2][C:3]1[CH:4]=[C:5]([CH3:13])[C:6]2[CH2:10][CH:9]([C:11]#N)[C:7]=2[CH:8]=1.[OH-:14].[K+].[OH2:16], predict the reaction product. The product is: [CH3:1][O:2][C:3]1[CH:4]=[C:5]([CH3:13])[C:6]2[CH2:10][CH:9]([C:11]([OH:16])=[O:14])[C:7]=2[CH:8]=1. (4) Given the reactants C[O:2][C:3]([C:5]1[N:6]([CH2:10][C:11](=O)[C:12]2[CH:17]=[CH:16][C:15]([C:18]([F:21])([F:20])[F:19])=[CH:14][CH:13]=2)[CH:7]=[CH:8][CH:9]=1)=O.C([O-])(=O)C.[NH4+:27], predict the reaction product. The product is: [F:19][C:18]([F:21])([F:20])[C:15]1[CH:16]=[CH:17][C:12]([C:11]2[NH:27][C:3](=[O:2])[C:5]3[N:6]([CH:7]=[CH:8][CH:9]=3)[CH:10]=2)=[CH:13][CH:14]=1. (5) Given the reactants [OH-:1].[Na+].O.BrBr.[Br:6][C:7]1[S:11][C:10]([C:12](=[O:14])C)=[CH:9][C:8]=1[Cl:15], predict the reaction product. The product is: [Br:6][C:7]1[S:11][C:10]([C:12]([OH:14])=[O:1])=[CH:9][C:8]=1[Cl:15]. (6) Given the reactants [Br:1][C:2]1[CH:3]=[C:4]([CH:8]=[C:9]([N+:11]([O-:13])=[O:12])[CH:10]=1)[C:5](O)=[O:6].O1CCCC1.B.CO, predict the reaction product. The product is: [Br:1][C:2]1[CH:3]=[C:4]([CH2:5][OH:6])[CH:8]=[C:9]([N+:11]([O-:13])=[O:12])[CH:10]=1. (7) Given the reactants [Cl:1][C:2]1[CH:7]=[C:6]([N+:8]([O-])=O)[CH:5]=[CH:4][C:3]=1[CH2:11][CH2:12][OH:13].C(N(CC)C(C)C)(C)C.[CH3:23][O:24][CH2:25]Cl, predict the reaction product. The product is: [Cl:1][C:2]1[CH:7]=[C:6]([CH:5]=[CH:4][C:3]=1[CH2:11][CH2:12][O:13][CH2:23][O:24][CH3:25])[NH2:8].